This data is from Catalyst prediction with 721,799 reactions and 888 catalyst types from USPTO. The task is: Predict which catalyst facilitates the given reaction. (1) Reactant: [C:1]([O:5][C:6](=[O:32])[CH2:7][CH2:8][C:9]1[CH:14]=[CH:13][C:12]([O:15][CH2:16][CH2:17][C:18]2[N:19]=[C:20]([C:24]3[CH:29]=[CH:28][CH:27]=[CH:26][CH:25]=3)[O:21][C:22]=2[CH3:23])=[CH:11][C:10]=1[CH2:30][OH:31])([CH3:4])([CH3:3])[CH3:2].[CH3:33]I.[H-].[Na+]. Product: [C:1]([O:5][C:6](=[O:32])[CH2:7][CH2:8][C:9]1[CH:14]=[CH:13][C:12]([O:15][CH2:16][CH2:17][C:18]2[N:19]=[C:20]([C:24]3[CH:25]=[CH:26][CH:27]=[CH:28][CH:29]=3)[O:21][C:22]=2[CH3:23])=[CH:11][C:10]=1[CH2:30][O:31][CH3:33])([CH3:4])([CH3:2])[CH3:3]. The catalyst class is: 3. (2) Reactant: [O:1]=[C:2]1[CH2:10][C:9]2[C:4](=[CH:5][CH:6]=[C:7]([C:11]3[N:15]4[N:16]=[C:17]([C:20]5[CH:40]=[CH:39][C:23]([C:24]([N:26]6[CH2:31][CH2:30][N:29](C(OC(C)(C)C)=O)[CH2:28][CH2:27]6)=[O:25])=[CH:22][CH:21]=5)[CH:18]=[CH:19][C:14]4=[N:13][CH:12]=3)[CH:8]=2)[NH:3]1.C(O)(C(F)(F)F)=O. Product: [N:26]1([C:24]([C:23]2[CH:39]=[CH:40][C:20]([C:17]3[CH:18]=[CH:19][C:14]4[N:15]([C:11]([C:7]5[CH:8]=[C:9]6[C:4](=[CH:5][CH:6]=5)[NH:3][C:2](=[O:1])[CH2:10]6)=[CH:12][N:13]=4)[N:16]=3)=[CH:21][CH:22]=2)=[O:25])[CH2:27][CH2:28][NH:29][CH2:30][CH2:31]1. The catalyst class is: 2. (3) Product: [OH:5][CH:6]([CH3:35])[CH:7]([N:9]1[C:13](=[O:14])[N:12]([C:15]2[CH:16]=[CH:17][C:18]([N:21]3[CH2:22][CH2:23][N:24]([C:27]4[CH:28]=[CH:29][C:30]([O:33][CH3:34])=[CH:31][CH:32]=4)[CH2:25][CH2:26]3)=[CH:19][CH:20]=2)[CH:11]=[N:10]1)[CH3:8]. The catalyst class is: 111. Reactant: CS([O:5][CH:6]([CH3:35])[CH:7]([N:9]1[C:13](=[O:14])[N:12]([C:15]2[CH:20]=[CH:19][C:18]([N:21]3[CH2:26][CH2:25][N:24]([C:27]4[CH:32]=[CH:31][C:30]([O:33][CH3:34])=[CH:29][CH:28]=4)[CH2:23][CH2:22]3)=[CH:17][CH:16]=2)[CH:11]=[N:10]1)[CH3:8])(=O)=O.[OH-].[K+]. (4) Reactant: [CH:1](NC(C)C)(C)C.C([Li])CCC.[Br:13][C:14]1[CH:15]=[CH:16][C:17]2[S:21][C:20]([CH3:22])=[N:19][C:18]=2[CH:23]=1.IC. Product: [Br:13][C:14]1[CH:15]=[CH:16][C:17]2[S:21][C:20]([CH2:22][CH3:1])=[N:19][C:18]=2[CH:23]=1. The catalyst class is: 56. (5) Reactant: [CH2:1]([C:3]([C:15]1[CH:29]=[CH:28][C:18]([O:19][CH2:20][C@@H:21]2[CH2:25][O:24][C:23]([CH3:27])([CH3:26])[O:22]2)=[C:17]([CH3:30])[CH:16]=1)([C:6]1[CH:11]=[CH:10][C:9]([C:12]#[CH:13])=[C:8]([CH3:14])[CH:7]=1)[CH2:4][CH3:5])[CH3:2].[Li]CCCC.[F:36][C:37]([F:45])([F:44])[C:38]([C:40]([F:43])([F:42])[F:41])=[O:39].[NH4+].[Cl-]. Product: [CH3:27][C:23]1([CH3:26])[O:22][C@H:21]([CH2:20][O:19][C:18]2[CH:28]=[CH:29][C:15]([C:3]([C:6]3[CH:11]=[CH:10][C:9]([C:12]#[C:13][C:38]([C:40]([F:43])([F:42])[F:41])([OH:39])[C:37]([F:45])([F:44])[F:36])=[C:8]([CH3:14])[CH:7]=3)([CH2:4][CH3:5])[CH2:1][CH3:2])=[CH:16][C:17]=2[CH3:30])[CH2:25][O:24]1. The catalyst class is: 1. (6) Reactant: C([O:3][C:4]([C:6]1[CH:7]=[C:8]2[C:13](=[C:14]([C:16]#[C:17][Si](C)(C)C)[CH:15]=1)[O:12][C:11]([CH3:23])([CH3:22])[CH2:10][C:9]2([CH3:25])[CH3:24])=[O:5])C.[OH-].[Na+].Cl. Product: [C:16]([C:14]1[CH:15]=[C:6]([C:4]([OH:5])=[O:3])[CH:7]=[C:8]2[C:13]=1[O:12][C:11]([CH3:23])([CH3:22])[CH2:10][C:9]2([CH3:24])[CH3:25])#[CH:17]. The catalyst class is: 8.